Dataset: NCI-60 drug combinations with 297,098 pairs across 59 cell lines. Task: Regression. Given two drug SMILES strings and cell line genomic features, predict the synergy score measuring deviation from expected non-interaction effect. Drug 1: C1CN(P(=O)(OC1)NCCCl)CCCl. Drug 2: N.N.Cl[Pt+2]Cl. Cell line: SK-MEL-2. Synergy scores: CSS=64.5, Synergy_ZIP=-0.255, Synergy_Bliss=-5.99, Synergy_Loewe=-28.4, Synergy_HSA=-1.40.